Dataset: Peptide-MHC class I binding affinity with 185,985 pairs from IEDB/IMGT. Task: Regression. Given a peptide amino acid sequence and an MHC pseudo amino acid sequence, predict their binding affinity value. This is MHC class I binding data. (1) The peptide sequence is IFKTNTGTI. The MHC is HLA-A24:02 with pseudo-sequence HLA-A24:02. The binding affinity (normalized) is 0.453. (2) The peptide sequence is GLLIVKTVL. The MHC is HLA-A02:01 with pseudo-sequence HLA-A02:01. The binding affinity (normalized) is 0.411. (3) The peptide sequence is EPSGNNYHI. The MHC is HLA-B07:02 with pseudo-sequence HLA-B07:02. The binding affinity (normalized) is 0.329. (4) The peptide sequence is RGETYGRLL. The MHC is Mamu-B1001 with pseudo-sequence Mamu-B1001. The binding affinity (normalized) is 0.124. (5) The peptide sequence is LVTFLLLCGR. The MHC is HLA-A11:01 with pseudo-sequence HLA-A11:01. The binding affinity (normalized) is 0.174. (6) The MHC is HLA-B44:03 with pseudo-sequence HLA-B44:03. The binding affinity (normalized) is 0.221. The peptide sequence is EELPDEFVV. (7) The peptide sequence is MSYAMCTNTF. The MHC is HLA-A23:01 with pseudo-sequence HLA-A23:01. The binding affinity (normalized) is 0.568. (8) The peptide sequence is SRAWNVWEVE. The MHC is HLA-A32:01 with pseudo-sequence HLA-A32:01. The binding affinity (normalized) is 0.0586. (9) The peptide sequence is SHAAIGAYL. The MHC is HLA-A31:01 with pseudo-sequence HLA-A31:01. The binding affinity (normalized) is 0.0847. (10) The peptide sequence is ALIYFLQCI. The MHC is HLA-A02:01 with pseudo-sequence HLA-A02:01. The binding affinity (normalized) is 0.831.